This data is from Forward reaction prediction with 1.9M reactions from USPTO patents (1976-2016). The task is: Predict the product of the given reaction. (1) Given the reactants Cl[C:2]1[C:11]2[C:6](=[CH:7][CH:8]=[CH:9][CH:10]=2)[CH:5]=[C:4]([C:12]2[CH:17]=[CH:16][CH:15]=[CH:14][CH:13]=2)[N:3]=1.[NH2:18][C:19]1[CH:23]=[C:22]([CH3:24])[NH:21][N:20]=1.C(=O)([O-])[O-].[K+].[K+], predict the reaction product. The product is: [CH3:24][C:22]1[CH:23]=[C:19]([NH:18][C:2]2[C:11]3[C:6](=[CH:7][CH:8]=[CH:9][CH:10]=3)[CH:5]=[C:4]([C:12]3[CH:17]=[CH:16][CH:15]=[CH:14][CH:13]=3)[N:3]=2)[NH:20][N:21]=1. (2) Given the reactants [C:1]([NH2:9])(=[S:8])[C:2]1[CH:7]=[CH:6][CH:5]=[CH:4][CH:3]=1.Br[CH2:11][C:12]([C:14]1[CH:19]=[CH:18][C:17]([CH2:20][CH2:21][NH:22][C:23](=[O:25])[CH3:24])=[CH:16][CH:15]=1)=O, predict the reaction product. The product is: [C:2]1([C:1]2[S:8][CH:11]=[C:12]([C:14]3[CH:19]=[CH:18][C:17]([CH2:20][CH2:21][NH:22][C:23](=[O:25])[CH3:24])=[CH:16][CH:15]=3)[N:9]=2)[CH:7]=[CH:6][CH:5]=[CH:4][CH:3]=1. (3) Given the reactants [CH3:1][O:2][CH:3]([O:16][CH3:17])[C:4]1[C:13]([CH:14]=[O:15])=[CH:12][C:11]2[CH2:10][CH2:9][CH2:8][NH:7][C:6]=2[N:5]=1.C1([O:24][C:25](=O)[NH:26][C:27]2[CH:32]=[C:31]([O:33][C@H:34]([CH3:38])[CH2:35][O:36][CH3:37])[C:30]([C:39]#[N:40])=[CH:29][N:28]=2)C=CC=CC=1, predict the reaction product. The product is: [C:39]([C:30]1[C:31]([O:33][C@H:34]([CH3:38])[CH2:35][O:36][CH3:37])=[CH:32][C:27]([NH:26][C:25]([N:7]2[C:6]3[C:11](=[CH:12][C:13]([CH:14]=[O:15])=[C:4]([CH:3]([O:2][CH3:1])[O:16][CH3:17])[N:5]=3)[CH2:10][CH2:9][CH2:8]2)=[O:24])=[N:28][CH:29]=1)#[N:40]. (4) Given the reactants [CH2:1]([C:8]1[C:16]2[C:11](=[CH:12][CH:13]=[CH:14][CH:15]=2)[NH:10][C:9]=1[C:17]([NH:19][NH2:20])=[O:18])[C:2]1[CH:7]=[CH:6][CH:5]=[CH:4][CH:3]=1.[Cl:21][C:22]1[CH:29]=[CH:28][C:25]([CH:26]=O)=[CH:24][CH:23]=1, predict the reaction product. The product is: [CH2:1]([C:8]1[C:16]2[C:11](=[CH:12][CH:13]=[CH:14][CH:15]=2)[NH:10][C:9]=1[C:17]([NH:19][N:20]=[CH:26][C:25]1[CH:28]=[CH:29][C:22]([Cl:21])=[CH:23][CH:24]=1)=[O:18])[C:2]1[CH:3]=[CH:4][CH:5]=[CH:6][CH:7]=1. (5) Given the reactants I[C:2]1[CH:9]=[CH:8][C:5]([CH:6]=[O:7])=[CH:4][CH:3]=1.N1CCCCC1.C1CCN2C(=NCCC2)CC1.[CH:27]([OH:31])(CC)[CH3:28], predict the reaction product. The product is: [CH:3]1[CH:2]=[CH:9][C:8]2[O:31][CH2:27][CH2:28][C:6](=[O:7])[C:5]=2[CH:4]=1. (6) Given the reactants I[C:2]1[N:3]=[C:4]([NH2:20])[C:5]2[N:6]=[CH:7][N:8]([C:18]=2[N:19]=1)[C@@H:9]1[O:17][C@H:14]([CH2:15][OH:16])[C@@H:12]([OH:13])[C@H:10]1[OH:11].C(N(CC)CC)C.[C:28]([CH2:30][CH2:31][CH2:32][CH2:33][CH2:34][C:35]#[CH:36])#[N:29], predict the reaction product. The product is: [C:28]([CH2:30][CH2:31][CH2:32][CH2:33][CH2:34][C:35]#[C:36][C:2]1[N:3]=[C:4]([NH2:20])[C:5]2[N:6]=[CH:7][N:8]([C:18]=2[N:19]=1)[C@@H:9]1[O:17][C@H:14]([CH2:15][OH:16])[C@@H:12]([OH:13])[C@H:10]1[OH:11])#[N:29]. (7) The product is: [F:1][C:2]1[C:8]([F:9])=[C:7]([N:10]2[CH2:15][CH2:14][N:13]([CH3:16])[CH2:12][CH2:11]2)[CH:6]=[CH:5][C:3]=1[NH:4][C:18]1[N:27]=[CH:26][C:25]2[C:20](=[C:21]([C:28]3[CH:29]=[C:30]([NH:34][C:35](=[O:38])[CH:36]=[CH2:37])[CH:31]=[CH:32][CH:33]=3)[CH:22]=[CH:23][CH:24]=2)[N:19]=1. Given the reactants [F:1][C:2]1[C:8]([F:9])=[C:7]([N:10]2[CH2:15][CH2:14][N:13]([CH3:16])[CH2:12][CH2:11]2)[CH:6]=[CH:5][C:3]=1[NH2:4].Cl[C:18]1[N:27]=[CH:26][C:25]2[C:20](=[C:21]([C:28]3[CH:29]=[C:30]([NH:34][C:35](=[O:38])[CH:36]=[CH2:37])[CH:31]=[CH:32][CH:33]=3)[CH:22]=[CH:23][CH:24]=2)[N:19]=1.C(O)(C(F)(F)F)=O, predict the reaction product. (8) Given the reactants CO.[H-].[Na+].[F:5][C:6]1[CH:13]=[CH:12][C:9]([CH:10]=O)=[CH:8][CH:7]=1.[CH3:14][CH:15]([CH2:20][C:21]([O:23][CH3:24])=[O:22])[C:16]([O:18]C)=[O:17], predict the reaction product. The product is: [CH3:24][O:23][C:21](=[O:22])[C:20](=[CH:10][C:9]1[CH:12]=[CH:13][C:6]([F:5])=[CH:7][CH:8]=1)[CH:15]([CH3:14])[C:16]([OH:18])=[O:17]. (9) Given the reactants C([O:5][C:6](=[O:39])[CH2:7][N:8]1[C:16]2[C:11](=[CH:12][C:13]([F:17])=[CH:14][CH:15]=2)[C:10]([C:18]2[C:23]3[CH:24]=[CH:25][CH:26]=[CH:27][C:22]=3[S:21](=[O:29])(=[O:28])[N:20]([CH2:30][C:31]3[CH:36]=[CH:35][CH:34]=[CH:33][C:32]=3[Cl:37])[N:19]=2)=[C:9]1[CH3:38])(C)(C)C.C(O)(C(F)(F)F)=O, predict the reaction product. The product is: [Cl:37][C:32]1[CH:33]=[CH:34][CH:35]=[CH:36][C:31]=1[CH2:30][N:20]1[N:19]=[C:18]([C:10]2[C:11]3[C:16](=[CH:15][CH:14]=[C:13]([F:17])[CH:12]=3)[N:8]([CH2:7][C:6]([OH:39])=[O:5])[C:9]=2[CH3:38])[C:23]2[CH:24]=[CH:25][CH:26]=[CH:27][C:22]=2[S:21]1(=[O:29])=[O:28].